This data is from Peptide-MHC class I binding affinity with 185,985 pairs from IEDB/IMGT. The task is: Regression. Given a peptide amino acid sequence and an MHC pseudo amino acid sequence, predict their binding affinity value. This is MHC class I binding data. (1) The peptide sequence is ATTAAGPPK. The MHC is HLA-A02:01 with pseudo-sequence HLA-A02:01. The binding affinity (normalized) is 0. (2) The peptide sequence is NTVKYPNL. The MHC is H-2-Db with pseudo-sequence H-2-Db. The binding affinity (normalized) is 0. (3) The peptide sequence is SSMRYTCL. The MHC is H-2-Kb with pseudo-sequence H-2-Kb. The binding affinity (normalized) is 0.921. (4) The peptide sequence is ISFFFVNF. The MHC is H-2-Kb with pseudo-sequence H-2-Kb. The binding affinity (normalized) is 0.922. (5) The binding affinity (normalized) is 0.0847. The peptide sequence is HEEFTTNYL. The MHC is HLA-B15:01 with pseudo-sequence HLA-B15:01. (6) The peptide sequence is YRYGFVANF. The MHC is HLA-A26:03 with pseudo-sequence HLA-A26:03. The binding affinity (normalized) is 0.0847. (7) The peptide sequence is KSFKDQSKY. The MHC is HLA-A32:01 with pseudo-sequence HLA-A32:01. The binding affinity (normalized) is 0.207. (8) The peptide sequence is QLLPFMSDMSS. The binding affinity (normalized) is 0.0526. The MHC is H-2-Db with pseudo-sequence H-2-Db. (9) The peptide sequence is EFKSRFFVM. The MHC is HLA-A02:19 with pseudo-sequence HLA-A02:19. The binding affinity (normalized) is 0.0847.